This data is from Forward reaction prediction with 1.9M reactions from USPTO patents (1976-2016). The task is: Predict the product of the given reaction. (1) Given the reactants [Cl:1][C:2]1[CH:10]=[CH:9][C:8]2[N:7]([CH2:11][CH2:12][C:13]([OH:15])=O)[C:6]3[CH2:16][CH2:17][N:18]([CH3:20])[CH2:19][C:5]=3[C:4]=2[CH:3]=1.[NH:21]1[CH2:26][CH2:25][O:24][CH2:23][CH2:22]1.C1CCC(N=C=NC2CCCCC2)CC1, predict the reaction product. The product is: [Cl:1][C:2]1[CH:10]=[CH:9][C:8]2[N:7]([CH2:11][CH2:12][C:13]([N:21]3[CH2:26][CH2:25][O:24][CH2:23][CH2:22]3)=[O:15])[C:6]3[CH2:16][CH2:17][N:18]([CH3:20])[CH2:19][C:5]=3[C:4]=2[CH:3]=1. (2) Given the reactants [OH:1][C:2]1[N:9]=[CH:8][CH:7]=[C:6](OC)[C:3]=1[C:4]#[N:5].O.[NH2:13][NH2:14], predict the reaction product. The product is: [NH2:5][C:4]1[C:3]2[C:2]([OH:1])=[N:9][CH:8]=[CH:7][C:6]=2[NH:14][N:13]=1. (3) Given the reactants [NH2:1][C:2]1[C:3]([C:11]([O:13][CH3:14])=[O:12])=[N:4][C:5]([O:8][CH2:9][CH3:10])=[CH:6][CH:7]=1.[Cl:15]N1C(=O)CCC1=O, predict the reaction product. The product is: [NH2:1][C:2]1[C:3]([C:11]([O:13][CH3:14])=[O:12])=[N:4][C:5]([O:8][CH2:9][CH3:10])=[CH:6][C:7]=1[Cl:15]. (4) Given the reactants [N:1]1[CH:6]=[CH:5][CH:4]=[CH:3][C:2]=1[NH:7][CH2:8][CH2:9][CH2:10][CH2:11][C:12]1[CH:13]=[CH:14][C:15]2[CH2:21][CH:20]([CH2:22][C:23](OCC)=O)[C:19]3[CH:28]=[CH:29][CH:30]=[CH:31][C:18]=3[CH2:17][C:16]=2[CH:32]=1.[Li+].[OH-:34].[CH3:35][C:36]#N.[OH2:38], predict the reaction product. The product is: [CH2:35]([C:14]1[C:15]2[CH2:21][CH:20]([CH2:22][C:23]([OH:38])=[O:34])[C:19]3[CH:28]=[CH:29][CH:30]=[CH:31][C:18]=3[CH2:17][C:16]=2[CH:32]=[C:12]([CH2:11][CH2:10][CH2:9][CH2:8][NH:7][C:2]2[CH:3]=[CH:4][CH:5]=[CH:6][N:1]=2)[CH:13]=1)[CH3:36]. (5) Given the reactants [CH3:1][CH2:2][CH2:3][CH2:4][C:5]1[N:9]([CH2:10][C:11]2[CH:12]=[CH:13][C:14]([C:17]3[CH:18]=[CH:19][CH:20]=[CH:21][C:22]=3[C:23]3[N:27]=[N:26][NH:25][N:24]=3)=[CH:15][CH:16]=2)[C:8]([CH2:28][OH:29])=[C:7]([Cl:30])[N:6]=1.C([O-])(C)(C)C.[K+:36].CCCCCCC, predict the reaction product. The product is: [CH3:1][CH2:2][CH2:3][CH2:4][C:5]1[N:9]([CH2:10][C:11]2[CH:16]=[CH:15][C:14]([C:17]3[CH:18]=[CH:19][CH:20]=[CH:21][C:22]=3[C:23]3[N:27]=[N:26][N-:25][N:24]=3)=[CH:13][CH:12]=2)[C:8]([CH2:28][OH:29])=[C:7]([Cl:30])[N:6]=1.[K+:36]. (6) The product is: [N+:25]([C:22]1[CH:23]=[CH:24][C:19]([CH2:18][CH2:17][N:6]([CH2:5][C:4]([OH:28])=[O:3])[S:7]([C:10]2[CH:15]=[CH:14][C:13]([CH3:16])=[CH:12][CH:11]=2)(=[O:9])=[O:8])=[CH:20][CH:21]=1)([O-:27])=[O:26]. Given the reactants C([O:3][C:4](=[O:28])[CH2:5][N:6]([CH2:17][CH2:18][C:19]1[CH:24]=[CH:23][C:22]([N+:25]([O-:27])=[O:26])=[CH:21][CH:20]=1)[S:7]([C:10]1[CH:15]=[CH:14][C:13]([CH3:16])=[CH:12][CH:11]=1)(=[O:9])=[O:8])C.CO.C(=O)([O-])[O-].[K+].[K+], predict the reaction product. (7) Given the reactants [NH2:1][C:2]1[CH:7]=[CH:6][C:5]([C:8]2[CH:13]=[N:12][CH:11]=[C:10]3[N:14]([CH3:18])[N:15]=[C:16]([NH2:17])[C:9]=23)=[CH:4][CH:3]=1.[N:19]([C:22]1[CH:27]=[CH:26][CH:25]=[C:24]([C:28]([F:31])([F:30])[F:29])[CH:23]=1)=[C:20]=[O:21].FC1C=CC(C)=CC=1N=C=O, predict the reaction product. The product is: [NH2:17][C:16]1[C:9]2[C:10](=[CH:11][N:12]=[CH:13][C:8]=2[C:5]2[CH:4]=[CH:3][C:2]([NH:1][C:20]([NH:19][C:22]3[CH:27]=[CH:26][CH:25]=[C:24]([C:28]([F:29])([F:30])[F:31])[CH:23]=3)=[O:21])=[CH:7][CH:6]=2)[N:14]([CH3:18])[N:15]=1. (8) Given the reactants [H-].[Na+].[F:3][C:4]([F:12])([F:11])[C:5]1([OH:10])[CH2:9][CH2:8][O:7][CH2:6]1.[C:13](=O)([O:21]C1C=CC=CN=1)[O:14][C:15]1[CH:20]=[CH:19][CH:18]=[CH:17][N:16]=1, predict the reaction product. The product is: [C:13](=[O:21])([O:10][C:5]1([C:4]([F:12])([F:11])[F:3])[CH2:9][CH2:8][O:7][CH2:6]1)[O:14][C:15]1[CH:20]=[CH:19][CH:18]=[CH:17][N:16]=1.